Task: Regression. Given a peptide amino acid sequence and an MHC pseudo amino acid sequence, predict their binding affinity value. This is MHC class II binding data.. Dataset: Peptide-MHC class II binding affinity with 134,281 pairs from IEDB (1) The peptide sequence is GLNITGVTCGPGHGI. The MHC is DRB1_1501 with pseudo-sequence DRB1_1501. The binding affinity (normalized) is 0.196. (2) The peptide sequence is DVKSPGGGQIVGGVY. The MHC is HLA-DQA10501-DQB10301 with pseudo-sequence HLA-DQA10501-DQB10301. The binding affinity (normalized) is 0.751.